This data is from Forward reaction prediction with 1.9M reactions from USPTO patents (1976-2016). The task is: Predict the product of the given reaction. (1) Given the reactants [C:1]([C:4]1([CH3:17])[CH2:9][CH2:8][N:7]([C:10]([O:12][C:13]([CH3:16])([CH3:15])[CH3:14])=[O:11])[CH2:6][CH2:5]1)(=[O:3])[NH2:2].Br[C:19]1[CH:39]=[CH:38][C:22]([CH2:23][N:24]2[CH2:33][CH2:32][C:31]3[C:26](=[CH:27][CH:28]=[C:29]([C:34]([O:36][CH3:37])=[O:35])[CH:30]=3)[CH2:25]2)=[CH:21][CH:20]=1.CC1(C)C2C(=C(P(C3C=CC=CC=3)C3C=CC=CC=3)C=CC=2)OC2C(P(C3C=CC=CC=3)C3C=CC=CC=3)=CC=CC1=2.C([O-])([O-])=O.[Cs+].[Cs+], predict the reaction product. The product is: [C:13]([O:12][C:10]([N:7]1[CH2:8][CH2:9][C:4]([C:1]([NH:2][C:19]2[CH:39]=[CH:38][C:22]([CH2:23][N:24]3[CH2:33][CH2:32][C:31]4[C:26](=[CH:27][CH:28]=[C:29]([C:34]([O:36][CH3:37])=[O:35])[CH:30]=4)[CH2:25]3)=[CH:21][CH:20]=2)=[O:3])([CH3:17])[CH2:5][CH2:6]1)=[O:11])([CH3:16])([CH3:15])[CH3:14]. (2) Given the reactants Br[C:2]1[C:7]([N+:8]([O-:10])=[O:9])=[CH:6][C:5]([Cl:11])=[C:4]([O:12][CH2:13][CH2:14][CH2:15][CH:16]([CH3:18])[CH3:17])[N:3]=1.[Cu][C:20]#[N:21].[Cl-].[NH4+], predict the reaction product. The product is: [Cl:11][C:5]1[CH:6]=[C:7]([N+:8]([O-:10])=[O:9])[C:2]([C:20]#[N:21])=[N:3][C:4]=1[O:12][CH2:13][CH2:14][CH2:15][CH:16]([CH3:18])[CH3:17]. (3) Given the reactants O1[C:5]2([CH2:10][CH2:9][CH2:8][CH2:7][CH:6]2[C:11]([N:13]2[CH2:18][CH2:17][O:16][CH2:15][CH2:14]2)=[O:12])[O:4]CC1, predict the reaction product. The product is: [N:13]1([C:11]([CH:6]2[CH2:7][CH2:8][CH2:9][CH2:10][C:5]2=[O:4])=[O:12])[CH2:14][CH2:15][O:16][CH2:17][CH2:18]1. (4) Given the reactants Br[C:2]1[O:11][C:5]2[N:6]=[CH:7][N:8]=[C:9]([NH2:10])[C:4]=2[CH:3]=1.B1([C:18]2[CH:23]=[CH:22][CH:21]=[N:20][CH:19]=2)OCCCO1.[O-]P([O-])([O-])=O.[K+].[K+].[K+], predict the reaction product. The product is: [N:20]1[CH:21]=[CH:22][CH:23]=[C:18]([C:2]2[O:11][C:5]3[N:6]=[CH:7][N:8]=[C:9]([NH2:10])[C:4]=3[CH:3]=2)[CH:19]=1. (5) Given the reactants N(C(OCC)=O)=NC(OCC)=O.[F:13][C:14]1[C:22]([O:23][C:24]2[C:33]3[C:28](=[CH:29][C:30]([OH:36])=[C:31]([O:34][CH3:35])[CH:32]=3)[N:27]=[N:26][CH:25]=2)=[CH:21][CH:20]=[C:19]2[C:15]=1[CH:16]=[C:17]([CH3:37])[NH:18]2.C1(P(C2C=CC=CC=2)C2C=CC=CC=2)C=CC=CC=1.[CH3:57][S:58]([N:61]1[CH2:66][CH2:65][N:64]([CH2:67][CH2:68][CH2:69]O)[CH2:63][CH2:62]1)(=[O:60])=[O:59], predict the reaction product. The product is: [F:13][C:14]1[C:22]([O:23][C:24]2[C:33]3[C:28](=[CH:29][C:30]([O:36][CH2:69][CH2:68][CH2:67][N:64]4[CH2:65][CH2:66][N:61]([S:58]([CH3:57])(=[O:60])=[O:59])[CH2:62][CH2:63]4)=[C:31]([O:34][CH3:35])[CH:32]=3)[N:27]=[N:26][CH:25]=2)=[CH:21][CH:20]=[C:19]2[C:15]=1[CH:16]=[C:17]([CH3:37])[NH:18]2. (6) Given the reactants [NH2:1][C:2]1[CH:6]=[CH:5][NH:4][N:3]=1.C([O:9][C:10](=O)[CH:11]([Cl:15])[C:12](=O)[CH3:13])C.C(O)(=O)C, predict the reaction product. The product is: [Cl:15][C:11]1[C:12]([CH3:13])=[N:1][C:2]2[N:3]([N:4]=[CH:5][CH:6]=2)[C:10]=1[OH:9]. (7) The product is: [CH2:28]([O:30][C:31]([C:32]1[CH:33]=[C:34]([C:9]2[N:8]([C:6]([O:5][C:2]([CH3:4])([CH3:3])[CH3:1])=[O:7])[C:16]3[C:11]([CH:10]=2)=[CH:12][C:13]([O:17][CH2:18][C:19]2[CH:24]=[CH:23][CH:22]=[CH:21][CH:20]=2)=[CH:14][CH:15]=3)[CH:35]=[CH:36][CH:37]=1)=[O:39])[CH3:29]. Given the reactants [CH3:1][C:2]([O:5][C:6]([N:8]1[C:16]2[C:11](=[CH:12][C:13]([O:17][CH2:18][C:19]3[CH:24]=[CH:23][CH:22]=[CH:21][CH:20]=3)=[CH:14][CH:15]=2)[CH:10]=[C:9]1B(O)O)=[O:7])([CH3:4])[CH3:3].[CH2:28]([O:30][C:31](=[O:39])[C:32]1[CH:37]=[CH:36][CH:35]=[C:34](I)[CH:33]=1)[CH3:29].C(=O)([O-])[O-].[Na+].[Na+], predict the reaction product.